From a dataset of Catalyst prediction with 721,799 reactions and 888 catalyst types from USPTO. Predict which catalyst facilitates the given reaction. Reactant: [F:1][C:2]1[C:16]([F:17])=[CH:15][CH:14]=[CH:13][C:3]=1[O:4][CH2:5][CH2:6][N:7]1[CH2:12][CH2:11][O:10][CH2:9][CH2:8]1.CN(C)CCN(C)C.C([Li])CCC.CN(C)[CH:33]=[O:34].[Cl-].[NH4+]. Product: [F:17][C:16]1[C:2]([F:1])=[C:3]([O:4][CH2:5][CH2:6][N:7]2[CH2:8][CH2:9][O:10][CH2:11][CH2:12]2)[CH:13]=[CH:14][C:15]=1[CH:33]=[O:34]. The catalyst class is: 7.